This data is from Tyrosyl-DNA phosphodiesterase HTS with 341,365 compounds. The task is: Binary Classification. Given a drug SMILES string, predict its activity (active/inactive) in a high-throughput screening assay against a specified biological target. The molecule is O1C2(OCC1)CCN(CC2)C(=O)c1cc(NC(=O)C(=O)c2c(NC(=O)C)cccc2)ccc1. The result is 0 (inactive).